Dataset: Full USPTO retrosynthesis dataset with 1.9M reactions from patents (1976-2016). Task: Predict the reactants needed to synthesize the given product. (1) Given the product [Cl:20][CH2:21][CH2:22][CH2:23][N:8]1[C:7]2[CH:6]=[CH:5][CH:4]=[C:3]([CH2:1][CH3:2])[C:12]=2[O:11][CH2:10][C:9]1=[O:13], predict the reactants needed to synthesize it. The reactants are: [CH2:1]([C:3]1[C:12]2[O:11][CH2:10][C:9](=[O:13])[NH:8][C:7]=2[CH:6]=[CH:5][CH:4]=1)[CH3:2].C([O-])([O-])=O.[Cs+].[Cs+].[Cl:20][CH2:21][CH2:22][CH2:23]I. (2) Given the product [O:21]=[C:20]1[C:19]2[C:18](=[CH:26][CH:25]=[CH:24][CH:23]=2)[C:17](=[O:22])[N:6]1[C:7]1([C:10]([O:12][C:13]([CH3:16])([CH3:15])[CH3:14])=[O:11])[CH2:9][CH2:8]1, predict the reactants needed to synthesize it. The reactants are: CN(C=O)C.[NH2:6][C:7]1([C:10]([O:12][C:13]([CH3:16])([CH3:15])[CH3:14])=[O:11])[CH2:9][CH2:8]1.[C:17]1(=O)[O:22][C:20](=[O:21])[C:19]2=[CH:23][CH:24]=[CH:25][CH:26]=[C:18]12.C(N(C(C)C)CC)(C)C. (3) Given the product [Br:18][C:19]1[CH:24]=[C:23]([F:25])[CH:22]=[CH:21][C:20]=1[S:26]([NH:1][C:2]1[CH:10]=[CH:9][C:8]2[N:7]3[CH2:11][CH2:12][CH2:13][CH:6]3[CH2:5][C:4]=2[C:3]=1[C:14]([O:16][CH3:17])=[O:15])(=[O:28])=[O:27], predict the reactants needed to synthesize it. The reactants are: [NH2:1][C:2]1[CH:10]=[CH:9][C:8]2[N:7]3[CH2:11][CH2:12][CH2:13][CH:6]3[CH2:5][C:4]=2[C:3]=1[C:14]([O:16][CH3:17])=[O:15].[Br:18][C:19]1[CH:24]=[C:23]([F:25])[CH:22]=[CH:21][C:20]=1[S:26](Cl)(=[O:28])=[O:27]. (4) Given the product [Cl:8][C:9]1[CH:15]=[CH:14][C:12]([N:13]2[C:17]([CH3:16])=[N:18][N:19]=[C:20]2[C:22]2[CH:29]=[CH:28][C:25]([C:26]#[N:27])=[CH:24][CH:23]=2)=[CH:11][CH:10]=1, predict the reactants needed to synthesize it. The reactants are: FC(F)(F)C(O)=O.[Cl:8][C:9]1[CH:15]=[CH:14][C:12]([NH2:13])=[CH:11][CH:10]=1.[CH3:16][C:17]1O[C:20]([C:22]2[CH:29]=[CH:28][C:25]([C:26]#[N:27])=[CH:24][CH:23]=2)=[N:19][N:18]=1. (5) Given the product [CH2:1]([O:5][C:6](=[O:7])[NH:8][CH:9]([C:10]([Cl:20])=[O:11])[CH2:13][C:14]1[CH:19]=[CH:18][CH:17]=[CH:16][CH:15]=1)[CH:2]([CH3:4])[CH3:3], predict the reactants needed to synthesize it. The reactants are: [CH2:1]([O:5][C:6]([NH:8][CH:9]([CH2:13][C:14]1[CH:19]=[CH:18][CH:17]=[CH:16][CH:15]=1)[C:10](O)=[O:11])=[O:7])[CH:2]([CH3:4])[CH3:3].[Cl:20]CCl.S(Cl)(Cl)=O. (6) Given the product [CH3:1][C:2]1[CH:11]=[C:10]([Cl:19])[C:9]2[C:4](=[CH:5][C:6]([C:13]([F:16])([F:15])[F:14])=[CH:7][CH:8]=2)[N:3]=1, predict the reactants needed to synthesize it. The reactants are: [CH3:1][C:2]1[CH:11]=[C:10](O)[C:9]2[C:4](=[CH:5][C:6]([C:13]([F:16])([F:15])[F:14])=[CH:7][CH:8]=2)[N:3]=1.O=P(Cl)(Cl)[Cl:19]. (7) Given the product [C:1]([N:5]1[CH2:10][CH2:9][N:8]([C:11]2[C:20]3[C:15](=[C:16]([F:30])[C:17]([C:22]4[C:27]([OH:28])=[CH:26][CH:25]=[CH:24][C:23]=4[F:29])=[C:18]([Cl:21])[CH:19]=3)[N:14]=[CH:13][C:12]=2[C:31]#[N:33])[CH2:7][CH2:6]1)(=[O:4])[CH:2]=[CH2:3], predict the reactants needed to synthesize it. The reactants are: [C:1]([N:5]1[CH2:10][CH2:9][N:8]([C:11]2[C:20]3[C:15](=[C:16]([F:30])[C:17]([C:22]4[C:27]([OH:28])=[CH:26][CH:25]=[CH:24][C:23]=4[F:29])=[C:18]([Cl:21])[CH:19]=3)[N:14]=[CH:13][C:12]=2[C:31]([NH2:33])=O)[CH2:7][CH2:6]1)(=[O:4])[CH:2]=[CH2:3].C(OC(C(F)(F)F)=O)(C(F)(F)F)=O.C([O-])(O)=O.[Na+].